Dataset: Catalyst prediction with 721,799 reactions and 888 catalyst types from USPTO. Task: Predict which catalyst facilitates the given reaction. (1) Reactant: [C:1]1([C:7]2[CH:8]=[C:9]([OH:13])[CH:10]=[CH:11][CH:12]=2)[CH:6]=[CH:5][CH:4]=[CH:3][CH:2]=1.CC(C)([O-:17])C.[K+].Cl[CH2:21][C:22]([NH:24][CH:25]1[CH2:30][CH2:29][N:28]([CH2:31][C:32]2[CH:36]=[CH:35][N:34]([C:37]3[CH:42]=[CH:41][C:40]([C:43]([F:46])([F:45])[F:44])=[CH:39][CH:38]=3)[CH:33]=2)[CH2:27][CH2:26]1)=[O:23]. Product: [C:9]([OH:13])(=[O:17])[CH3:10].[C:7]1([C:1]2[CH:2]=[CH:3][CH:4]=[CH:5][CH:6]=2)[CH:12]=[CH:11][CH:10]=[C:9]([O:13][CH2:21][C:22]([NH:24][CH:25]2[CH2:30][CH2:29][N:28]([CH2:31][C:32]3[CH:36]=[CH:35][N:34]([C:37]4[CH:38]=[CH:39][C:40]([C:43]([F:45])([F:44])[F:46])=[CH:41][CH:42]=4)[CH:33]=3)[CH2:27][CH2:26]2)=[O:23])[CH:8]=1. The catalyst class is: 1. (2) Reactant: [C:1]1([N:7]=[C:8]=[O:9])[CH:6]=[CH:5][CH:4]=[CH:3][CH:2]=1.[N:10]1[O:11][C:12]([NH2:18])=[C:13]2[CH2:17][CH2:16][CH2:15][C:14]=12. Product: [N:10]1[O:11][C:12]([NH:18][C:8]([NH:7][C:1]2[CH:6]=[CH:5][CH:4]=[CH:3][CH:2]=2)=[O:9])=[C:13]2[CH2:17][CH2:16][CH2:15][C:14]=12. The catalyst class is: 251. (3) Product: [CH:38]1([C:35]2[N:34]=[CH:33][C:32]([C:28]3[CH:27]=[C:26]([C:24]4[CH2:23][C:22](=[O:41])[NH:21][C:9]5[CH:10]=[C:11]([C:17]([F:20])([F:18])[F:19])[C:12]([CH2:14][CH2:15][CH3:16])=[CH:13][C:8]=5[N:7]=4)[CH:31]=[CH:30][CH:29]=3)=[CH:37][CH:36]=2)[CH2:39][CH2:40]1. Reactant: C(OC(=O)[NH:7][C:8]1[CH:13]=[C:12]([CH2:14][CH2:15][CH3:16])[C:11]([C:17]([F:20])([F:19])[F:18])=[CH:10][C:9]=1[NH:21][C:22](=[O:41])[CH2:23][C:24]([C:26]1[CH:31]=[CH:30][CH:29]=[C:28]([C:32]2[CH:33]=[N:34][C:35]([CH:38]3[CH2:40][CH2:39]3)=[CH:36][CH:37]=2)[CH:27]=1)=O)(C)(C)C.C(O)(C(F)(F)F)=O. The catalyst class is: 2. (4) Reactant: C(N(CC)C(C)C)(C)C.[Cl:10][C:11]1[CH:33]=[CH:32][C:14]([CH2:15][NH:16][C:17]([C:19]2[C:20](=[O:31])[C:21]3[CH:28]=[C:27]([CH2:29]Cl)[O:26][C:22]=3[N:23]([CH3:25])[CH:24]=2)=[O:18])=[CH:13][CH:12]=1.[OH:34][C@@H:35]1[CH2:39][CH2:38][NH:37][CH2:36]1.O. Product: [Cl:10][C:11]1[CH:33]=[CH:32][C:14]([CH2:15][NH:16][C:17]([C:19]2[C:20](=[O:31])[C:21]3[CH:28]=[C:27]([CH2:29][N:37]4[CH2:38][CH2:39][C@@H:35]([OH:34])[CH2:36]4)[O:26][C:22]=3[N:23]([CH3:25])[CH:24]=2)=[O:18])=[CH:13][CH:12]=1. The catalyst class is: 3. (5) Reactant: Br[CH:2]1[CH2:8][CH2:7][CH2:6][CH2:5][CH:4]([C:9]([O:11][CH3:12])=[O:10])[C:3]1=O.[Cl:14][C:15]1[CH:21]=[CH:20][C:18]([NH2:19])=[CH:17][CH:16]=1.O. Product: [Cl:14][C:15]1[CH:16]=[C:17]2[C:18](=[CH:20][CH:21]=1)[NH:19][C:3]1[CH:4]([C:9]([O:11][CH3:12])=[O:10])[CH2:5][CH2:6][CH2:7][CH2:8][C:2]2=1. The catalyst class is: 2.